Predict the product of the given reaction. From a dataset of Forward reaction prediction with 1.9M reactions from USPTO patents (1976-2016). (1) Given the reactants [F:1][C:2]1[C:7]([O:8][CH3:9])=[CH:6][C:5]([O:10][CH3:11])=[C:4]([F:12])[C:3]=1[N:13]1[CH2:18][C:17]2[CH:19]=[N:20][C:21]3[N:25](S(C4C=CC=CC=4)(=O)=O)[C:24]([CH2:35][CH:36]4[CH2:41][CH2:40][N:39](C(OC(C)(C)C)=O)[CH2:38][CH2:37]4)=[CH:23][C:22]=3[C:16]=2[N:15]([CH3:49])[C:14]1=[O:50].CC(C)([O-])C.[K+], predict the reaction product. The product is: [F:12][C:4]1[C:5]([O:10][CH3:11])=[CH:6][C:7]([O:8][CH3:9])=[C:2]([F:1])[C:3]=1[N:13]1[CH2:18][C:17]2[CH:19]=[N:20][C:21]3[NH:25][C:24]([CH2:35][CH:36]4[CH2:41][CH2:40][NH:39][CH2:38][CH2:37]4)=[CH:23][C:22]=3[C:16]=2[N:15]([CH3:49])[C:14]1=[O:50]. (2) Given the reactants [F:1][C:2]([F:6])([F:5])[CH2:3][OH:4].[H-].[Na+].Cl[C:10]1[CH:15]=[CH:14][C:13]([N+:16]([O-:18])=[O:17])=[CH:12][N:11]=1, predict the reaction product. The product is: [N+:16]([C:13]1[CH:14]=[CH:15][C:10]([O:4][CH2:3][C:2]([F:6])([F:5])[F:1])=[N:11][CH:12]=1)([O-:18])=[O:17]. (3) Given the reactants Cl[C:2]1[N:7]=[C:6]([N:8]2[CH2:13][CH2:12][CH:11]([CH3:14])[CH2:10][CH2:9]2)[CH:5]=[CH:4][N:3]=1.[NH2:15][C:16]1[NH:17][N:18]=[C:19]([CH3:21])[CH:20]=1.C(=O)([O-])[O-].[K+].[K+], predict the reaction product. The product is: [CH3:14][CH:11]1[CH2:12][CH2:13][N:8]([C:6]2[CH:5]=[CH:4][N:3]=[C:2]([NH:15][C:16]3[NH:17][N:18]=[C:19]([CH3:21])[CH:20]=3)[N:7]=2)[CH2:9][CH2:10]1. (4) Given the reactants [F:1][C:2]1[CH:3]=[C:4]([N:14]2[CH:23]=[CH:22][C:21]3[N:20]=[C:19]([O:24][CH2:25][C:26]([NH2:28])=[O:27])[CH:18]=[CH:17][C:16]=3[C:15]2=[O:29])[CH:5]=[CH:6][C:7]=1[N:8]1[CH2:13][CH2:12][NH:11][CH2:10][CH2:9]1.CC1C=CC(S(O[CH2:41][CH2:42][CH2:43][C:44]2[C:52]3[C:47](=[CH:48][CH:49]=[C:50]([C:53]#[N:54])[CH:51]=3)[NH:46][CH:45]=2)(=O)=O)=CC=1.C(=O)([O-])[O-].[K+].[K+].[I-].[K+], predict the reaction product. The product is: [C:53]([C:50]1[CH:51]=[C:52]2[C:47](=[CH:48][CH:49]=1)[NH:46][CH:45]=[C:44]2[CH2:43][CH2:42][CH2:41][N:11]1[CH2:10][CH2:9][N:8]([C:7]2[CH:6]=[CH:5][C:4]([N:14]3[CH:23]=[CH:22][C:21]4[N:20]=[C:19]([O:24][CH2:25][C:26]([NH2:28])=[O:27])[CH:18]=[CH:17][C:16]=4[C:15]3=[O:29])=[CH:3][C:2]=2[F:1])[CH2:13][CH2:12]1)#[N:54]. (5) Given the reactants C(OC([N:8]1[CH2:12][CH2:11][CH2:10][C@@H:9]1[CH2:13][O:14][C:15]1[C:16]([C:21]([O:23][CH2:24][CH3:25])=[O:22])=[N:17][CH:18]=[CH:19][CH:20]=1)=O)(C)(C)C.FC(F)(F)C(O)=O, predict the reaction product. The product is: [NH:8]1[CH2:12][CH2:11][CH2:10][C@@H:9]1[CH2:13][O:14][C:15]1[C:16]([C:21]([O:23][CH2:24][CH3:25])=[O:22])=[N:17][CH:18]=[CH:19][CH:20]=1. (6) Given the reactants [Cl:1][C:2]1[N:7]=[N:6][C:5]([C:8](Cl)=[O:9])=[CH:4][CH:3]=1.[S:11]1[CH:15]=[CH:14][N:13]=[C:12]1[NH2:16].C(N(CC)CC)C, predict the reaction product. The product is: [Cl:1][C:2]1[N:7]=[N:6][C:5]([C:8]([NH:16][C:12]2[S:11][CH:15]=[CH:14][N:13]=2)=[O:9])=[CH:4][CH:3]=1. (7) Given the reactants C([C:3]1[CH:11]=[CH:10][C:6]([C:7]([OH:9])=[O:8])=[C:5]([N+:12]([O-:14])=[O:13])[C:4]=1F)C.[NH:16]1[CH:20]=[CH:19][N:18]=[CH:17]1.C(=O)([O-])[O-].[K+].[K+].O.[C:28](#N)[CH3:29], predict the reaction product. The product is: [N:16]1([C:4]2[C:5]([N+:12]([O-:14])=[O:13])=[C:6]([CH:10]=[CH:11][CH:3]=2)[C:7]([O:9][CH2:28][CH3:29])=[O:8])[CH:20]=[CH:19][N:18]=[CH:17]1. (8) Given the reactants [C:1]([N:4]1[CH2:9][CH2:8][N:7]([C:10]2[CH:15]=[CH:14][C:13]([OH:16])=[CH:12][CH:11]=2)[CH2:6][CH2:5]1)(=[O:3])[CH3:2].C(N(CC)CC)C.[C:24](Cl)(=[O:26])[CH3:25], predict the reaction product. The product is: [C:24]([O:16][C:13]1[CH:14]=[CH:15][C:10]([N:7]2[CH2:6][CH2:5][N:4]([C:1](=[O:3])[CH3:2])[CH2:9][CH2:8]2)=[CH:11][CH:12]=1)(=[O:26])[CH3:25]. (9) Given the reactants [NH:1]1[C:9]2[CH:8]=[CH:7][CH:6]=[C:5]([C:10]([O:12][CH3:13])=[O:11])[C:4]=2[CH2:3][CH2:2]1.[CH3:14][C:15]([O:18][C:19](O[C:19]([O:18][C:15]([CH3:17])([CH3:16])[CH3:14])=[O:20])=[O:20])([CH3:17])[CH3:16], predict the reaction product. The product is: [N:1]1([C:19]([O:18][C:15]([CH3:17])([CH3:16])[CH3:14])=[O:20])[C:9]2[CH:8]=[CH:7][CH:6]=[C:5]([C:10]([O:12][CH3:13])=[O:11])[C:4]=2[CH2:3][CH2:2]1. (10) Given the reactants [NH2:1][C:2]1[CH:3]=[C:4]([CH:9]=[CH:10][CH:11]=1)[C:5]([O:7][CH3:8])=[O:6].C([C:14]1[C:15](/[N:23]=[CH:24]/[N:25]([CH3:27])C)=[N:16][C:17]([CH:20]([CH3:22])[CH3:21])=[CH:18][CH:19]=1)#N.O, predict the reaction product. The product is: [CH:20]([C:17]1[CH:18]=[CH:19][C:14]2[C:27]([NH:1][C:2]3[CH:3]=[C:4]([CH:9]=[CH:10][CH:11]=3)[C:5]([O:7][CH3:8])=[O:6])=[N:25][CH:24]=[N:23][C:15]=2[N:16]=1)([CH3:21])[CH3:22].